Dataset: Full USPTO retrosynthesis dataset with 1.9M reactions from patents (1976-2016). Task: Predict the reactants needed to synthesize the given product. Given the product [CH3:9][O:8][C:6]1[CH:5]=[CH:4][N:3]2[CH:11]=[C:12]([C:13]([O:15][CH2:16][CH3:17])=[O:14])[N:1]=[C:2]2[CH:7]=1, predict the reactants needed to synthesize it. The reactants are: [NH2:1][C:2]1[CH:7]=[C:6]([O:8][CH3:9])[CH:5]=[CH:4][N:3]=1.Br[CH2:11][C:12](=O)[C:13]([O:15][CH2:16][CH3:17])=[O:14].